From a dataset of Full USPTO retrosynthesis dataset with 1.9M reactions from patents (1976-2016). Predict the reactants needed to synthesize the given product. (1) Given the product [CH:13]1([NH:1][C:2]2[CH:3]=[CH:4][C:5]([C:6]([O:8][CH2:9][CH3:10])=[O:7])=[CH:11][CH:12]=2)[CH2:18][CH2:17][CH2:16][CH2:15][CH2:14]1, predict the reactants needed to synthesize it. The reactants are: [NH2:1][C:2]1[CH:12]=[CH:11][C:5]([C:6]([O:8][CH2:9][CH3:10])=[O:7])=[CH:4][CH:3]=1.[C:13]1(=O)[CH2:18][CH2:17][CH2:16][CH2:15][CH2:14]1.C(O[BH-](OC(=O)C)OC(=O)C)(=O)C.[Na+].O. (2) Given the product [CH:1]1([N:7]([CH2:41][CH:42]=[O:43])[C:8](=[O:40])[CH2:9][CH2:10][O:11][CH2:12][CH2:13][C:14]2[CH:19]=[CH:18][CH:17]=[C:16]([CH2:20][N:21]3[CH2:39][CH2:38][C:24]4([O:29][CH2:28][CH2:27][N:26]([C:30]([C:32]5[N:33]=[C:34]([CH3:37])[S:35][CH:36]=5)=[O:31])[CH2:25]4)[CH2:23][CH2:22]3)[CH:15]=2)[CH2:6][CH2:5][CH2:4][CH2:3][CH2:2]1, predict the reactants needed to synthesize it. The reactants are: [CH:1]1([N:7]([CH2:41][CH:42](OC)[O:43]C)[C:8](=[O:40])[CH2:9][CH2:10][O:11][CH2:12][CH2:13][C:14]2[CH:19]=[CH:18][CH:17]=[C:16]([CH2:20][N:21]3[CH2:39][CH2:38][C:24]4([O:29][CH2:28][CH2:27][N:26]([C:30]([C:32]5[N:33]=[C:34]([CH3:37])[S:35][CH:36]=5)=[O:31])[CH2:25]4)[CH2:23][CH2:22]3)[CH:15]=2)[CH2:6][CH2:5][CH2:4][CH2:3][CH2:2]1.C(=O)(O)[O-].[Na+]. (3) Given the product [CH2:8]([O:7][C:5]([C:4]1[CH:10]=[C:11]([CH3:22])[C:12]([B:13]([OH:17])[OH:14])=[C:2]([CH3:1])[CH:3]=1)=[O:6])[CH3:9], predict the reactants needed to synthesize it. The reactants are: [CH3:1][C:2]1[CH:3]=[C:4]([CH:10]=[C:11]([CH3:22])[C:12]=1[B:13]1[O:17]C(C)(C)C(C)(C)[O:14]1)[C:5]([O:7][CH2:8][CH3:9])=[O:6].C(O)(=O)C.O.O1CCOCC1. (4) Given the product [Br:1][C:2]1[CH:3]=[CH:4][C:5]([N:8]2[CH2:11][C:10]([CH3:14])([CH3:13])[C:9]2=[O:15])=[N:6][CH:7]=1, predict the reactants needed to synthesize it. The reactants are: [Br:1][C:2]1[CH:3]=[CH:4][C:5]([NH:8][C:9](=[O:15])[C:10]([CH3:14])([CH3:13])[CH2:11]Cl)=[N:6][CH:7]=1.[H-].[Na+].